This data is from Reaction yield outcomes from USPTO patents with 853,638 reactions. The task is: Predict the reaction yield, written as a fraction of the theoretical maximum amount of product (1.0 means a 100% yield; for example, 0.34 means a 34% yield). (1) The reactants are [C:1]([C:4]1[C:9](=[O:10])[C:8]([O:11][CH3:12])=[CH:7][N:6]([C:13]2[CH:18]=[C:17]([C:19]3[CH:20]=[N:21][N:22]([CH3:24])[CH:23]=3)[CH:16]=[CH:15][C:14]=2[F:25])[N:5]=1)(=O)[CH3:2].[CH3:26]C(O)=O.[C:30]1([NH:36][NH2:37])[CH:35]=[CH:34][CH:33]=[CH:32][CH:31]=1. The catalyst is COC(OC)N(C)C.Cl. The product is [F:25][C:14]1[CH:15]=[CH:16][C:17]([C:19]2[CH:20]=[N:21][N:22]([CH3:24])[CH:23]=2)=[CH:18][C:13]=1[N:6]1[CH:7]=[C:8]([O:11][CH3:12])[C:9](=[O:10])[C:4]([C:1]2[N:36]([C:30]3[CH:35]=[CH:34][CH:33]=[CH:32][CH:31]=3)[N:37]=[CH:26][CH:2]=2)=[N:5]1. The yield is 0.460. (2) The reactants are [CH:1](/[C:4]1[N:9]=[CH:8][C:7]([C:10]2[CH2:15][CH2:14][N:13]([C:16]([O:18][C:19]([CH3:22])([CH3:21])[CH3:20])=[O:17])[CH2:12][CH:11]=2)=[CH:6][CH:5]=1)=[CH:2]\[CH3:3].[H][H]. The catalyst is CO.[Pd]. The product is [CH2:1]([C:4]1[N:9]=[CH:8][C:7]([CH:10]2[CH2:15][CH2:14][N:13]([C:16]([O:18][C:19]([CH3:20])([CH3:22])[CH3:21])=[O:17])[CH2:12][CH2:11]2)=[CH:6][CH:5]=1)[CH2:2][CH3:3]. The yield is 0.830. (3) The reactants are [NH2:1][CH:2]1[CH2:7][CH2:6][N:5]([C:8]2([CH3:20])[CH2:12][CH2:11][N:10]([C:13]([O:15][C:16]([CH3:19])([CH3:18])[CH3:17])=[O:14])[CH2:9]2)[CH2:4][CH2:3]1.[F:21][C:22]1[CH:27]=[C:26]([N+:28]([O-:30])=[O:29])[C:25](F)=[CH:24][C:23]=1[CH3:32]. No catalyst specified. The yield is 0.900. The product is [F:21][C:22]1[C:23]([CH3:32])=[CH:24][C:25]([NH:1][CH:2]2[CH2:7][CH2:6][N:5]([C:8]3([CH3:20])[CH2:12][CH2:11][N:10]([C:13]([O:15][C:16]([CH3:19])([CH3:18])[CH3:17])=[O:14])[CH2:9]3)[CH2:4][CH2:3]2)=[C:26]([N+:28]([O-:30])=[O:29])[CH:27]=1. (4) No catalyst specified. The product is [Cl:19][C:17]1[CH:18]=[C:13]([CH2:12][C@@H:5]([CH2:6][C:7]([O:9][CH3:10])=[O:8])[C:4]([O:3][CH3:1])=[O:27])[C:14]([CH2:22][OH:23])=[C:15]2[C:16]=1[NH:20][N:42]=[CH:21]2. The yield is 0.990. The reactants are [CH2:1]([O:3][C:4](=[O:27])[C@@H:5]([CH2:12][C:13]1[CH:18]=[C:17]([Cl:19])[C:16]([NH2:20])=[C:15]([CH3:21])[C:14]=1[CH2:22][O:23]C(=O)C)[CH2:6][C:7]([O:9][CH2:10]C)=[O:8])C.COC(=O)[C@@H](CC1C(CO)=C2C(=CC=1)N[N:42]=C2)CC(OC)=O.